From a dataset of Full USPTO retrosynthesis dataset with 1.9M reactions from patents (1976-2016). Predict the reactants needed to synthesize the given product. (1) Given the product [CH:1]1([CH2:4][N:5]2[C:10](=[O:11])[C:9]([CH2:12][O:13][S:14]([CH3:17])(=[O:15])=[O:16])=[CH:8][C:33]([C:29]3[CH:28]=[CH:27][C:32]([S:37]([CH3:42])(=[O:40])=[O:38])=[CH:31][CH:30]=3)=[N:6]2)[CH2:2][CH2:3]1, predict the reactants needed to synthesize it. The reactants are: [CH:1]1([CH2:4][N:5]2[C:10](=[O:11])[C:9]([CH2:12][O:13][S:14]([CH3:17])(=[O:16])=[O:15])=[CH:8]C(C3C=CC(SC)=CC=3)=[N:6]2)[CH2:3][CH2:2]1.Cl[C:27]1[CH:32]=[CH:31][CH:30]=[C:29]([C:33](OO)=O)[CH:28]=1.[S:37]([O-:40])(O)=[O:38].[Na+].[CH2:42](Cl)Cl. (2) Given the product [Cl:1][C:2]1[CH:7]=[C:6]([NH:8][N+:14]([O-:16])=[O:15])[CH:5]=[CH:4][N:3]=1, predict the reactants needed to synthesize it. The reactants are: [Cl:1][C:2]1[CH:7]=[C:6]([NH2:8])[CH:5]=[CH:4][N:3]=1.S(=O)(=O)(O)O.[N+:14]([O-])([OH:16])=[O:15].N. (3) Given the product [Br:1][C:2]1[CH:7]=[CH:6][C:5]([O:8][CH3:9])=[C:4]([CH:3]=1)[NH2:10], predict the reactants needed to synthesize it. The reactants are: [Br:1][C:2]1[CH:7]=[CH:6][C:5]([O:8][CH3:9])=[C:4]([N+:10]([O-])=O)[CH:3]=1.C(N(CC)CC)C.